From a dataset of Full USPTO retrosynthesis dataset with 1.9M reactions from patents (1976-2016). Predict the reactants needed to synthesize the given product. (1) Given the product [Cl:1][C:2]1[CH:3]=[C:4]([C:9]2[N:10]=[C:11]([C:22]([OH:24])=[O:23])[S:12][C:13]=2[C:14]2[CH:19]=[CH:18][CH:17]=[C:16]([C:27]#[N:28])[CH:15]=2)[CH:5]=[CH:6][C:7]=1[F:8], predict the reactants needed to synthesize it. The reactants are: [Cl:1][C:2]1[CH:3]=[C:4]([C:9]2[N:10]=[C:11]([C:22]([OH:24])=[O:23])[S:12][C:13]=2[C:14]2[CH:19]=[C:18](F)[CH:17]=[C:16](Cl)[CH:15]=2)[CH:5]=[CH:6][C:7]=1[F:8].BrC1SC(C(OCC)=O)=[N:28][C:27]=1C1C=CC(F)=C(Cl)C=1. (2) Given the product [CH3:12][C:6]1([CH3:13])[C:5]2[C:9](=[CH:10][C:2]([C:18]3[CH:19]=[N:14][CH:15]=[N:16][CH:17]=3)=[CH:3][CH:4]=2)[NH:8][C:7]1=[O:11], predict the reactants needed to synthesize it. The reactants are: Br[C:2]1[CH:10]=[C:9]2[C:5]([C:6]([CH3:13])([CH3:12])[C:7](=[O:11])[NH:8]2)=[CH:4][CH:3]=1.[N:14]1[CH:19]=[C:18](B(O)O)[CH:17]=[N:16][CH:15]=1. (3) Given the product [CH2:1]([O:8][C:9]([NH:11][C@@H:12]([CH2:22][O:23][CH2:33][O:34][CH3:35])[CH2:13][CH2:14][C:15]([O:17][C:18]([CH3:19])([CH3:20])[CH3:21])=[O:16])=[O:10])[C:2]1[CH:3]=[CH:4][CH:5]=[CH:6][CH:7]=1, predict the reactants needed to synthesize it. The reactants are: [CH2:1]([O:8][C:9]([NH:11][C@@H:12]([CH2:22][OH:23])[CH2:13][CH2:14][C:15]([O:17][C:18]([CH3:21])([CH3:20])[CH3:19])=[O:16])=[O:10])[C:2]1[CH:7]=[CH:6][CH:5]=[CH:4][CH:3]=1.C(N(C(C)C)CC)(C)C.[CH3:33][O:34][CH2:35]Cl.Cl.[Cl-].[Na+].